Dataset: Experimentally validated miRNA-target interactions with 360,000+ pairs, plus equal number of negative samples. Task: Binary Classification. Given a miRNA mature sequence and a target amino acid sequence, predict their likelihood of interaction. (1) The miRNA is hsa-miR-30d-5p with sequence UGUAAACAUCCCCGACUGGAAG. The protein sequence of the target gene is MAGYLSESDFVMVEEGFSTRDLLKELTLGASQATTDEVAAFFVADLGAIVRKHFCFLKCLPRVRPFYAVKCNSSPGVLKVLAQLGLGFSCANKAEMELVQHIGIPASKIICANPCKQIAQIKYAAKHGIQLLSFDNEMELAKVVKSHPSAKMVLCIATDDSHSLSCLSLKFGVSLKSCRHLLENAKKHHVEVVGVSFHIGSGCPDPQAYAQSIADARLVFEMGTELGHKMHVLDLGGGFPGTEGAKVRFEEIASVINSALDLYFPEGCGVDIFAELGRYYVTSAFTVAVSIIAKKEVLLD.... Result: 1 (interaction). (2) Result: 1 (interaction). The miRNA is hsa-miR-769-5p with sequence UGAGACCUCUGGGUUCUGAGCU. The protein sequence of the target gene is MVPREAPESAQCLCPSLTIPNAKDVLRKRHKRRSRQHQRFMARKALLQEQGLLSMPPEPGSSPLPTPFGAATATEAASSGKQCLRAGSGSAPCSRRPAPGKASGPLPSKCVAIDCEMVGTGPRGRVSELARCSIVSYHGNVLYDKYIRPEMPIADYRTRWSGITRQHMRKAVPFQVAQKEILKLLKGKVVVGHALHNDFQALKYVHPRSQTRDTTYVPNFLSEPGLHTRARVSLKDLALQLLHKKIQVGQHGHSSVEDATTAMELYRLVEVQWEQQEARSLWTCPEDREPDSSTDMEQYM.... (3) The miRNA is mmu-miR-148a-3p with sequence UCAGUGCACUACAGAACUUUGU. The protein sequence of the target gene is MRRGPWERWSLASHRLDAGLCTCPREESREIRAGQIVLKAMAQGLVTFRDVAIEFSLEEWKCLEPAQRDLYREVTLENFGHLASLGLSISKPDVVSLLEQGKEPWMIANDVTGPWCPDLESRCEKFLQKDIFEIGAFNWEIMESLKCSDLEGSDFRADWECEGQFERQVNEECYFKQVNVTYGHMPVFQHHTSHTVRQSRETGEKLMECHECGKAFSRGSHLIQHQKIHTGEKPFGCKECGKAFSRASHLVQHQRIHTGEKPYDCKDCGKAFGRTSELILHQRLHTGVKPYECKECGKTF.... Result: 0 (no interaction). (4) The miRNA is hsa-miR-122-5p with sequence UGGAGUGUGACAAUGGUGUUUG. The protein sequence of the target gene is MALDLRTIFQCEPSENNLGSENSAFQQSQGPAVQREEGISEFSRMVLNSFQDSNNSYARQELQRLYRIFHSWLQPEKHSKDEIISLLVLEQFMIGGHCNDKASVKEKWKSSGKNLERFIEDLTDDSINPPALVHVHMQGQEALFSEDMPLRDVIVHLTKQVNAQTTREANMGTPSQTSQDTSLETGQGYEDEQDGWNSSSKTTRVNENITNQGNQIVSLIIIQEENGPRPEEGGVSSDNPYNSKRAELVTARSQEGSINGITFQGVPMVMGAGCISQPEQSSPESALTHQSNEGNSTCEV.... Result: 1 (interaction). (5) The miRNA is cel-miR-356a with sequence UUGAGCAACGCGAACAAAUCA. The protein sequence of the target gene is MADYWKSQPKKFCDYCKCWIADNRPSVEFHERGKNHKENVAKRISEIKQKSLDKAKEEEKASKEFAAMEAAALKAYQEDLKRLGLESEILEPSITPVTSTIPPTSTSNQQKEKKEKKKRKKDPSKGRWVEGITSEGYHYYYDLISGASQWEKPEGFQGDLKKTAVKTVWVEGLSEDGFTYYYNTETGESRWEKPDDFIPHTSDLPSSKVNENSLGTLDESKSSDSHSDSDGEQEAEEGGVSTETEKPKIKFKEKNKNSDGGSDPETQKEKSIQKQNSLGSNEEKSKTLKKSNPYGEWQEI.... Result: 0 (no interaction). (6) The miRNA is hsa-miR-369-5p with sequence AGAUCGACCGUGUUAUAUUCGC. The protein sequence of the target gene is MSVMVVRKKVTRKWEKLPGRNTFCCDGRVMMARQKGIFYLTLFLILGTCTLFFAFECRYLAVQLSPAIPVFAAMLFLFSMATLLRTSFSDPGVIPRALPDEAAFIEMEIEATNGAVPQGQRPPPRIKNFQINNQIVKLKYCYTCKIFRPPRASHCSICDNCVERFDHHCPWVGNCVGKRNYRYFYLFILSLSLLTIYVFAFNIVYVALKSLKIGFLETLKETPGTVLEVLICFFTLWSVVGLTGFHTFLVALNQTTNEDIKGSWTGKNRVQNPYSHGNIVKNCCEVLCGPLPPSVLDRRG.... Result: 0 (no interaction).